This data is from Tyrosyl-DNA phosphodiesterase HTS with 341,365 compounds. The task is: Binary Classification. Given a drug SMILES string, predict its activity (active/inactive) in a high-throughput screening assay against a specified biological target. (1) The compound is s1c2c(CCCC2)c(c1NC(=O)c1cc(ccc1)C)C(=O)NC(C)C. The result is 0 (inactive). (2) The molecule is Brc1c(C(=O)Nc2cc(S(=O)(=O)N3CCOCC3)ccc2)cc(OC)cc1. The result is 0 (inactive). (3) The drug is FC(F)(C(F)(F)C(F)(F)C(=O)NCCc1ncccc1)C(F)(F)C(F)(F)C(F)F. The result is 0 (inactive). (4) The molecule is S(C(CC)C(=O)NCc1occc1)c1ncccc1C(OC(C)C)=O. The result is 0 (inactive). (5) The compound is s1c2c(nc1NC(=O)CCNC(=O)C)c1c(cc2)cccc1. The result is 0 (inactive). (6) The compound is O=C(NC1CCN(CC1)C(OCC)=O)C1CCCN(C1)Cc1nc(oc1C)c1ccc(cc1)CC. The result is 0 (inactive).